From a dataset of Forward reaction prediction with 1.9M reactions from USPTO patents (1976-2016). Predict the product of the given reaction. (1) Given the reactants [NH2:1][C:2]1[CH:6]=[C:5]([C:7]([O:9][CH3:10])=[O:8])[N:4]([C:11]2[CH:16]=[CH:15][CH:14]=[CH:13][CH:12]=2)[N:3]=1.I[CH2:18][CH2:19][CH2:20][CH2:21]I.C([O-])([O-])=O.[Cs+].[Cs+], predict the reaction product. The product is: [C:11]1([N:4]2[C:5]([C:7]([O:9][CH3:10])=[O:8])=[CH:6][C:2]([N:1]3[CH2:21][CH2:20][CH2:19][CH2:18]3)=[N:3]2)[CH:16]=[CH:15][CH:14]=[CH:13][CH:12]=1. (2) Given the reactants [NH:1]1[C:9]2[C:4](=[CH:5][C:6]([NH:10][C:11]3[C:12]4[C:19]5[CH2:20][CH2:21][CH:22]([C:24](O)=[O:25])[CH2:23][C:18]=5[S:17][C:13]=4[N:14]=[CH:15][N:16]=3)=[CH:7][CH:8]=2)[CH:3]=[N:2]1.[Cl-].[CH3:28][NH2+:29][CH3:30].C(N(CC)C(C)C)(C)C.C(P1(=O)OP(CCC)(=O)OP(CCC)(=O)O1)CC.C(P(OP(CCC)=O)=O)CC, predict the reaction product. The product is: [NH:1]1[C:9]2[C:4](=[CH:5][C:6]([NH:10][C:11]3[C:12]4[C:19]5[CH2:20][CH2:21][CH:22]([C:24]([N:29]([CH3:30])[CH3:28])=[O:25])[CH2:23][C:18]=5[S:17][C:13]=4[N:14]=[CH:15][N:16]=3)=[CH:7][CH:8]=2)[CH:3]=[N:2]1. (3) Given the reactants [CH:1]1([C:4](Cl)=[O:5])[CH2:3][CH2:2]1.[CH2:7]([O:9][C:10]1[C:11]([F:20])=[C:12]2[C:18]([NH2:19])=[CH:17][NH:16][C:13]2=[N:14][CH:15]=1)[CH3:8], predict the reaction product. The product is: [CH2:7]([O:9][C:10]1[C:11]([F:20])=[C:12]2[C:18]([NH:19][C:4]([CH:1]3[CH2:3][CH2:2]3)=[O:5])=[CH:17][NH:16][C:13]2=[N:14][CH:15]=1)[CH3:8]. (4) The product is: [CH3:14][C:9]([C:20]([O:22][CH2:3][CH2:4][OH:6])=[O:21])=[CH2:10]. Given the reactants C1(=O)N[C:4](=[O:6])[CH:3]=C1.N1C=CC=[CH:10][C:9]=1[C:14]1C=CC=CN=1.[C:20](=[O:22])=[O:21].CC(C)=O, predict the reaction product. (5) Given the reactants [CH3:1][C:2]1[C:7]([N+:8]([O-:10])=[O:9])=[CH:6][N:5]=[C:4]([NH2:11])[CH:3]=1.C(N(CC)CC)C.C1(CC(Cl)=O)CC1.[O:26]1[CH2:30][CH2:29][CH2:28][CH2:27]1, predict the reaction product. The product is: [CH3:1][C:2]1[C:7]([N+:8]([O-:10])=[O:9])=[CH:6][N:5]=[C:4]([NH:11][C:30]([CH:29]2[CH2:27][CH2:28]2)=[O:26])[CH:3]=1. (6) Given the reactants [CH3:1][C:2]([C:4]1[CH:5]=[CH:6][C:7]([OH:10])=[CH:8][CH:9]=1)=[O:3].[CH2:11]1[O:21][C:20]2[CH:19]=[CH:18][C:15]([CH:16]=O)=[CH:14][C:13]=2[O:12]1.[OH-].[Na+], predict the reaction product. The product is: [OH:10][C:7]1[CH:8]=[CH:9][C:4]([C:2](=[O:3])[CH:1]=[CH:16][C:15]2[CH:18]=[CH:19][C:20]3[O:21][CH2:11][O:12][C:13]=3[CH:14]=2)=[CH:5][CH:6]=1. (7) The product is: [N:15]1[CH:16]=[CH:17][C:12]([C:5]2[C:4]3[C:9](=[CH:10][CH:11]=[C:2]([B:18]4[O:22][C:21]([CH3:24])([CH3:23])[C:20]([CH3:26])([CH3:25])[O:19]4)[CH:3]=3)[N:8]=[CH:7][CH:6]=2)=[CH:13][CH:14]=1. Given the reactants Br[C:2]1[CH:3]=[C:4]2[C:9](=[CH:10][CH:11]=1)[N:8]=[CH:7][CH:6]=[C:5]2[C:12]1[CH:17]=[CH:16][N:15]=[CH:14][CH:13]=1.[B:18]1([B:18]2[O:22][C:21]([CH3:24])([CH3:23])[C:20]([CH3:26])([CH3:25])[O:19]2)[O:22][C:21]([CH3:24])([CH3:23])[C:20]([CH3:26])([CH3:25])[O:19]1.C([O-])(=O)C.[K+], predict the reaction product. (8) Given the reactants [CH3:1][O:2][C:3]1[C:12]([C:13]([NH:15][NH:16]C(OC(C)(C)C)=O)=[O:14])=[CH:11][C:10]2[C:5](=[CH:6][CH:7]=[CH:8][CH:9]=2)[N:4]=1.C(O)(=O)C, predict the reaction product. The product is: [CH3:1][O:2][C:3]1[C:12]([C:13]([NH:15][NH2:16])=[O:14])=[CH:11][C:10]2[C:5](=[CH:6][CH:7]=[CH:8][CH:9]=2)[N:4]=1.